From a dataset of Catalyst prediction with 721,799 reactions and 888 catalyst types from USPTO. Predict which catalyst facilitates the given reaction. (1) Reactant: [CH3:1][C:2]1[CH:3]=[C:4]([CH:6]=[C:7]([CH3:9])[CH:8]=1)[NH2:5].[C:10]([OH:20])(=O)[CH:11]([C:13]1[CH:18]=[CH:17][CH:16]=[CH:15][CH:14]=1)[OH:12].O.[OH:22]N1C2C=CC=CC=2N=N1.Cl.CN(C)CCCN=C=NCC. Product: [CH3:1][C:2]1[CH:3]=[C:4]([NH:5][C:10](=[O:20])[CH:11]([OH:12])[C:13]2[CH:18]=[CH:17][C:16]([OH:22])=[CH:15][CH:14]=2)[CH:6]=[C:7]([CH3:9])[CH:8]=1. The catalyst class is: 42. (2) Reactant: Cl[C:2]1[N:7]=[C:6]([N:8]2[CH2:13][CH2:12][C:11]([F:15])([F:14])[CH2:10][CH2:9]2)[C:5]([N+:16]([O-:18])=[O:17])=[C:4]([CH3:19])[CH:3]=1.[N:20]1[C:29]2[CH2:28][CH2:27][NH:26][CH2:25][C:24]=2[CH:23]=[CH:22][CH:21]=1. Product: [F:14][C:11]1([F:15])[CH2:12][CH2:13][N:8]([C:6]2[N:7]=[C:2]([N:26]3[CH2:27][CH2:28][C:29]4[N:20]=[CH:21][CH:22]=[CH:23][C:24]=4[CH2:25]3)[CH:3]=[C:4]([CH3:19])[C:5]=2[N+:16]([O-:18])=[O:17])[CH2:9][CH2:10]1. The catalyst class is: 16.